From a dataset of Full USPTO retrosynthesis dataset with 1.9M reactions from patents (1976-2016). Predict the reactants needed to synthesize the given product. (1) The reactants are: C([O:5][C:6](=[O:35])[C:7]#[C:8][C:9]([C:15]1[CH:20]=[CH:19][C:18]([N:21]([S:26]([C:29]2[CH:34]=[CH:33][CH:32]=[CH:31][CH:30]=2)(=[O:28])=[O:27])[CH2:22][CH:23]([CH3:25])[CH3:24])=[CH:17][CH:16]=1)([OH:14])[C:10]([F:13])([F:12])[F:11])(C)(C)C.FC(F)(F)C(O)=O. Given the product [C:29]1([S:26]([N:21]([CH2:22][CH:23]([CH3:25])[CH3:24])[C:18]2[CH:17]=[CH:16][C:15]([C:9]([OH:14])([C:10]([F:11])([F:12])[F:13])[C:8]#[C:7][C:6]([OH:35])=[O:5])=[CH:20][CH:19]=2)(=[O:28])=[O:27])[CH:34]=[CH:33][CH:32]=[CH:31][CH:30]=1, predict the reactants needed to synthesize it. (2) Given the product [Br:1][C:2]1[CH:3]=[N:4][C:5]2[N:6]([N:8]=[C:9]([C:11]([N:21]3[CH2:20][CH2:19][C:18]4[C:23](=[CH:24][CH:25]=[CH:26][C:17]=4[N:16]([CH2:28][CH3:29])[CH2:14][CH3:15])[CH:22]3[CH3:27])=[O:13])[CH:10]=2)[CH:7]=1, predict the reactants needed to synthesize it. The reactants are: [Br:1][C:2]1[CH:3]=[N:4][C:5]2[N:6]([N:8]=[C:9]([C:11]([OH:13])=O)[CH:10]=2)[CH:7]=1.[CH2:14]([N:16]([CH2:28][CH3:29])[C:17]1[CH:26]=[CH:25][CH:24]=[C:23]2[C:18]=1[CH2:19][CH2:20][NH:21][CH:22]2[CH3:27])[CH3:15]. (3) Given the product [O:6]1[CH2:7][CH2:8][CH:9]([C:12]2[N:13]([S:17]([N:20]([CH3:22])[CH3:21])(=[O:19])=[O:18])[C:14]([CH:26]=[O:27])=[CH:15][N:16]=2)[CH2:10][CH2:11]1, predict the reactants needed to synthesize it. The reactants are: [Li]CCCC.[O:6]1[CH2:11][CH2:10][CH:9]([C:12]2[N:13]([S:17]([N:20]([CH3:22])[CH3:21])(=[O:19])=[O:18])[CH:14]=[CH:15][N:16]=2)[CH2:8][CH2:7]1.CN([CH:26]=[O:27])C.[NH4+].[Cl-].